Dataset: Forward reaction prediction with 1.9M reactions from USPTO patents (1976-2016). Task: Predict the product of the given reaction. (1) The product is: [CH:1]1([N:4]2[CH2:10][CH2:9][CH2:8][C:7]3[CH:11]=[C:12]([NH:15][C:17]4[N:22]=[C:21]([NH:23][C@@H:24]5[CH2:29][CH2:28][CH2:27][N:26]([C:30](=[O:33])[CH:31]=[CH2:32])[CH2:25]5)[C:20]([F:34])=[CH:19][N:18]=4)[CH:13]=[CH:14][C:6]=3[CH2:5]2)[CH2:3][CH2:2]1. Given the reactants [CH:1]1([N:4]2[CH2:10][CH2:9][CH2:8][C:7]3[CH:11]=[C:12]([NH2:15])[CH:13]=[CH:14][C:6]=3[CH2:5]2)[CH2:3][CH2:2]1.Cl[C:17]1[N:22]=[C:21]([NH:23][C@@H:24]2[CH2:29][CH2:28][CH2:27][N:26]([C:30](=[O:33])[CH:31]=[CH2:32])[CH2:25]2)[C:20]([F:34])=[CH:19][N:18]=1.CN(C1C(C2C(P(C3CCCCC3)C3CCCCC3)=CC=CC=2)=CC=CC=1)C.C([O-])([O-])=O.[Cs+].[Cs+], predict the reaction product. (2) Given the reactants [CH3:1][C@@:2]1([C:8]([OH:10])=O)[CH2:6][O:5][C:4](=[O:7])[O:3]1.C(Cl)(=O)C([Cl:14])=O.CN(C=O)C, predict the reaction product. The product is: [CH3:1][C@@:2]1([C:8]([Cl:14])=[O:10])[CH2:6][O:5][C:4](=[O:7])[O:3]1. (3) Given the reactants [Cl:1][C:2]1[CH:7]=[CH:6][C:5]([C:8]2[CH:9]=[C:10]([NH2:20])[CH:11]=[N:12][C:13]=2[O:14][CH2:15][C:16]([F:19])([F:18])[F:17])=[CH:4][CH:3]=1.[S:21]1[CH:25]=[CH:24][N:23]=[C:22]1[C:26](O)=[O:27], predict the reaction product. The product is: [Cl:1][C:2]1[CH:3]=[CH:4][C:5]([C:8]2[CH:9]=[C:10]([NH:20][C:26]([C:22]3[S:21][CH:25]=[CH:24][N:23]=3)=[O:27])[CH:11]=[N:12][C:13]=2[O:14][CH2:15][C:16]([F:17])([F:18])[F:19])=[CH:6][CH:7]=1.